Predict which catalyst facilitates the given reaction. From a dataset of Catalyst prediction with 721,799 reactions and 888 catalyst types from USPTO. (1) Reactant: [N+:1]([C:4]1[O:8][C:7]([C:9](Cl)=[O:10])=[CH:6][CH:5]=1)([O-:3])=[O:2].[CH:12]([NH:15][C:16](=[O:24])[CH2:17][N:18]1[CH2:23][CH2:22][NH:21][CH2:20][CH2:19]1)([CH3:14])[CH3:13]. Product: [CH:12]([NH:15][C:16](=[O:24])[CH2:17][N:18]1[CH2:23][CH2:22][N:21]([C:9]([C:7]2[O:8][C:4]([N+:1]([O-:3])=[O:2])=[CH:5][CH:6]=2)=[O:10])[CH2:20][CH2:19]1)([CH3:14])[CH3:13]. The catalyst class is: 624. (2) Reactant: C[O:2][C:3]([C:5]1[N:6]=[C:7]([CH:11]([NH:14][C:15]([C:17]2[C:18]3[CH:25]=[N:24][N:23]([C:26]4[CH:31]=[CH:30][C:29]([F:32])=[CH:28][CH:27]=4)[C:19]=3[CH:20]=[N:21][CH:22]=2)=[O:16])[CH2:12][CH3:13])[O:8][C:9]=1[CH3:10])=[O:4].O[Li].O.Cl. Product: [F:32][C:29]1[CH:28]=[CH:27][C:26]([N:23]2[C:19]3[CH:20]=[N:21][CH:22]=[C:17]([C:15]([NH:14][CH:11]([C:7]4[O:8][C:9]([CH3:10])=[C:5]([C:3]([OH:4])=[O:2])[N:6]=4)[CH2:12][CH3:13])=[O:16])[C:18]=3[CH:25]=[N:24]2)=[CH:31][CH:30]=1. The catalyst class is: 87.